This data is from Reaction yield outcomes from USPTO patents with 853,638 reactions. The task is: Predict the reaction yield, written as a fraction of the theoretical maximum amount of product (1.0 means a 100% yield; for example, 0.34 means a 34% yield). (1) The reactants are C([O-])(O)=O.[Na+].[CH3:6][O:7][CH2:8][CH2:9][O:10][CH2:11][C:12]([C:15]1[CH:20]=[CH:19][C:18]([NH2:21])=[CH:17][C:16]=1[N+:22]([O-:24])=[O:23])([CH3:14])[CH3:13].[C:25](Cl)(=[O:27])[CH3:26].O. The catalyst is ClCCl. The product is [CH3:6][O:7][CH2:8][CH2:9][O:10][CH2:11][C:12]([C:15]1[CH:20]=[CH:19][C:18]([NH:21][C:25](=[O:27])[CH3:26])=[CH:17][C:16]=1[N+:22]([O-:24])=[O:23])([CH3:14])[CH3:13]. The yield is 0.870. (2) The reactants are C([O:4][C@H:5]1[C@@H:30]([O:31]C(=O)C)[C@H:29]([O:35]C(=O)C)[C@@H:28]([CH2:39][O:40]C(=O)C)[O:27][C@@H:6]1[O:7][C:8]1[CH:13]=[CH:12][C:11]([N:14]2[C:22]3[C:17](=[CH:18][C:19]([N+:23]([O-:25])=[O:24])=[CH:20][CH:21]=3)[CH2:16][CH2:15]2)=[CH:10][C:9]=1[Cl:26])(=O)C.C[O-].[Na+]. The catalyst is CO. The product is [O:7]([C:8]1[CH:13]=[CH:12][C:11]([N:14]2[C:22]3[C:17](=[CH:18][C:19]([N+:23]([O-:25])=[O:24])=[CH:20][CH:21]=3)[CH2:16][CH2:15]2)=[CH:10][C:9]=1[Cl:26])[C@H:6]1[O:27][C@H:28]([CH2:39][OH:40])[C@@H:29]([OH:35])[C@H:30]([OH:31])[C@@H:5]1[OH:4]. The yield is 0.630. (3) The reactants are [NH:1]1[C:9]2[C:4](=[CH:5][CH:6]=[CH:7][CH:8]=2)[C:3]([CH2:10][C:11]([O:13][CH2:14][CH3:15])=[O:12])=[CH:2]1.C1C(=O)N([Br:23])C(=O)C1. The catalyst is ClCCl. The product is [Br:23][C:2]1[NH:1][C:9]2[C:4]([C:3]=1[CH2:10][C:11]([O:13][CH2:14][CH3:15])=[O:12])=[CH:5][CH:6]=[CH:7][CH:8]=2. The yield is 0.500. (4) The reactants are Br[C:2]1[CH:7]=[CH:6][CH:5]=[C:4]([Cl:8])[CH:3]=1.[Li]CCCC.CCCCCC.CON(C)[C:23]([C@@H:25]1[CH2:30][CH2:29][CH2:28][N:27]([C:31]([O:33][C:34]([CH3:37])([CH3:36])[CH3:35])=[O:32])[CH2:26]1)=[O:24]. The catalyst is C1COCC1. The product is [Cl:8][C:4]1[CH:3]=[C:2]([CH:7]=[CH:6][CH:5]=1)[C:23]([C@@H:25]1[CH2:30][CH2:29][CH2:28][N:27]([C:31]([O:33][C:34]([CH3:37])([CH3:36])[CH3:35])=[O:32])[CH2:26]1)=[O:24]. The yield is 0.510.